This data is from Reaction yield outcomes from USPTO patents with 853,638 reactions. The task is: Predict the reaction yield, written as a fraction of the theoretical maximum amount of product (1.0 means a 100% yield; for example, 0.34 means a 34% yield). (1) The yield is 0.150. The product is [OH:6][C@H:5]([CH2:4][OH:3])[CH2:7][O:8][C:9]1[CH:14]=[CH:13][CH:12]=[CH:11][C:10]=1[C:15]1[CH:16]=[CH:17][C:18]2[N:19]([C:21]([C:25]([NH:29][C:30]3[CH:35]=[CH:34][CH:33]=[CH:32][N:31]=3)=[O:27])=[C:22]([CH3:24])[N:23]=2)[N:20]=1. The reactants are CC1(C)[O:6][C@@H:5]([CH2:7][O:8][C:9]2[CH:14]=[CH:13][CH:12]=[CH:11][C:10]=2[C:15]2[CH:16]=[CH:17][C:18]3[N:19]([C:21]([C:25]([OH:27])=O)=[C:22]([CH3:24])[N:23]=3)[N:20]=2)[CH2:4][O:3]1.[NH2:29][C:30]1[CH:35]=[CH:34][CH:33]=[CH:32][N:31]=1.CN(C(ON1N=NC2C=CC=NC1=2)=[N+](C)C)C.F[P-](F)(F)(F)(F)F.CCN(C(C)C)C(C)C.Cl. The catalyst is CN(C=O)C.CCO.O. (2) The reactants are [CH3:1][C:2]([C:8]1[C:13](=[O:14])[C:12]([CH3:15])=[C:11]([CH3:16])[C:10](=[O:17])[C:9]=1[CH3:18])([CH3:7])[CH2:3][C:4]([OH:6])=O.ClC(OCC(C)C)=O.[NH2:27][C:28]1[CH:35]=[CH:34][C:31]([CH2:32][OH:33])=[CH:30][CH:29]=1. The catalyst is C1COCC1. The product is [OH:33][CH2:32][C:31]1[CH:34]=[CH:35][C:28]([NH:27][C:4](=[O:6])[CH2:3][C:2]([CH3:1])([C:8]2[C:13](=[O:14])[C:12]([CH3:15])=[C:11]([CH3:16])[C:10](=[O:17])[C:9]=2[CH3:18])[CH3:7])=[CH:29][CH:30]=1. The yield is 0.740. (3) The product is [C:16]([C:20]1[N:25]=[C:24]([N:26]2[CH2:31][CH2:30][N:29]([CH2:32][CH2:33][CH2:34][CH2:35][NH:36][C:13]([CH:10]3[CH2:9][CH2:8][N:7]([C:1]4[CH:2]=[CH:3][CH:4]=[CH:5][CH:6]=4)[CH2:12][CH2:11]3)=[O:15])[CH2:28][CH2:27]2)[CH:23]=[C:22]([C:37]([F:39])([F:40])[F:38])[N:21]=1)([CH3:19])([CH3:17])[CH3:18]. The reactants are [C:1]1([N:7]2[CH2:12][CH2:11][CH:10]([C:13]([OH:15])=O)[CH2:9][CH2:8]2)[CH:6]=[CH:5][CH:4]=[CH:3][CH:2]=1.[C:16]([C:20]1[N:25]=[C:24]([N:26]2[CH2:31][CH2:30][N:29]([CH2:32][CH2:33][CH2:34][CH2:35][NH2:36])[CH2:28][CH2:27]2)[CH:23]=[C:22]([C:37]([F:40])([F:39])[F:38])[N:21]=1)([CH3:19])([CH3:18])[CH3:17]. The yield is 0.260. The catalyst is C(Cl)(Cl)Cl.CO. (4) The reactants are [H-].[Na+].[NH2:3][C:4]1[C:9]([Br:10])=[CH:8][C:7]([CH3:11])=[CH:6][N:5]=1.Cl[C:13]1[C:14](=[O:29])[N:15]([CH2:20][C:21]2[CH:26]=[CH:25][C:24]([O:27][CH3:28])=[CH:23][CH:22]=2)[CH:16]=[C:17]([Cl:19])[N:18]=1. The catalyst is O1CCCC1. The product is [Br:10][C:9]1[C:4]([NH:3][C:13]2[C:14](=[O:29])[N:15]([CH2:20][C:21]3[CH:22]=[CH:23][C:24]([O:27][CH3:28])=[CH:25][CH:26]=3)[CH:16]=[C:17]([Cl:19])[N:18]=2)=[N:5][CH:6]=[C:7]([CH3:11])[CH:8]=1. The yield is 0.560. (5) The yield is 0.760. The product is [CH3:1][C:2]1[C:3]2[N:9]=[N:14][NH:8][C:4]=2[CH:5]=[CH:6][CH:7]=1. The catalyst is O. The reactants are [CH3:1][C:2]1[C:3]([NH2:9])=[C:4]([NH2:8])[CH:5]=[CH:6][CH:7]=1.C(O)(=O)C.[N:14]([O-])=O.[Na+]. (6) The reactants are [F:1][C:2]1[CH:37]=[CH:36][C:5]([C:6]([NH:8][C:9]2[CH:35]=[CH:34][C:12]([CH2:13][NH:14][C:15]3[C:24]4[C:19](=[CH:20][CH:21]=[CH:22][CH:23]=4)[N:18]=[C:17]([NH:25][CH2:26][C:27]([O:29]C(C)(C)C)=[O:28])[N:16]=3)=[CH:11][CH:10]=2)=[O:7])=[CH:4][CH:3]=1.C(O)(C(F)(F)F)=O. The catalyst is C(Cl)Cl. The product is [F:1][C:2]1[CH:3]=[CH:4][C:5]([C:6]([NH:8][C:9]2[CH:10]=[CH:11][C:12]([CH2:13][NH:14][C:15]3[C:24]4[C:19](=[CH:20][CH:21]=[CH:22][CH:23]=4)[N:18]=[C:17]([NH:25][CH2:26][C:27]([OH:29])=[O:28])[N:16]=3)=[CH:34][CH:35]=2)=[O:7])=[CH:36][CH:37]=1. The yield is 0.880. (7) The reactants are [OH:1][CH2:2][C@@H:3]([NH:11][C:12](=[O:18])[O:13][C:14]([CH3:17])([CH3:16])[CH3:15])[CH2:4][C:5]([CH3:10])([CH3:9])[CH2:6][O:7][CH3:8].CCN(CC)CC.[CH3:26][S:27](Cl)(=[O:29])=[O:28]. The catalyst is C(Cl)Cl. The product is [CH3:26][S:27]([O:1][CH2:2][C@@H:3]([NH:11][C:12]([O:13][C:14]([CH3:17])([CH3:16])[CH3:15])=[O:18])[CH2:4][C:5]([CH3:10])([CH3:9])[CH2:6][O:7][CH3:8])(=[O:29])=[O:28]. The yield is 1.00.